This data is from Catalyst prediction with 721,799 reactions and 888 catalyst types from USPTO. The task is: Predict which catalyst facilitates the given reaction. (1) Reactant: [N+:1]([C:4]1[CH:5]=[C:6]([CH:9]=[CH:10][C:11]=1[S:12][C:13]1[CH:18]=[CH:17][CH:16]=[CH:15][CH:14]=1)[C:7]#[N:8])([O-])=O.[C:19]([O:23][C:24](O[C:24]([O:23][C:19]([CH3:22])([CH3:21])[CH3:20])=[O:25])=[O:25])([CH3:22])([CH3:21])[CH3:20]. Product: [NH2:1][C:4]1[CH:5]=[C:6]([CH:9]=[CH:10][C:11]=1[S:12][C:13]1[CH:18]=[CH:17][CH:16]=[CH:15][CH:14]=1)[CH2:7][NH:8][C:24](=[O:25])[O:23][C:19]([CH3:22])([CH3:21])[CH3:20]. The catalyst class is: 94. (2) Product: [Cl:1][C:2]1[CH:7]=[C:6]([O:8][CH3:9])[CH:5]=[CH:4][C:3]=1[NH:10][C:11](=[S:30])[C:12]1[CH:17]=[CH:16][C:15]([O:18][CH3:19])=[CH:14][CH:13]=1. Reactant: [Cl:1][C:2]1[CH:7]=[C:6]([O:8][CH3:9])[CH:5]=[CH:4][C:3]=1[NH:10][C:11](=O)[C:12]1[CH:17]=[CH:16][C:15]([O:18][CH3:19])=[CH:14][CH:13]=1.COC1C=CC(P2(SP(C3C=CC(OC)=CC=3)(=S)S2)=[S:30])=CC=1. The catalyst class is: 159. (3) Reactant: [N+:1]([C:4]1[CH:5]=[C:6]([S:10]([CH2:13][CH2:14][O:15][C:16](=[O:34])[CH2:17][CH2:18][CH2:19][NH:20][C:21](=[O:33])[CH2:22][O:23][C:24]2[CH:29]=[CH:28][CH:27]=[C:26]([CH:30]([CH3:32])[CH3:31])[CH:25]=2)(=[O:12])=[O:11])[CH:7]=[CH:8][CH:9]=1)([O-:3])=[O:2].[Cl:35][S:36](O)(=[O:38])=[O:37]. Product: [N+:1]([C:4]1[CH:5]=[C:6]([S:10]([CH2:13][CH2:14][O:15][C:16](=[O:34])[CH2:17][CH2:18][CH2:19][NH:20][C:21](=[O:33])[CH2:22][O:23][C:24]2[CH:29]=[CH:28][C:27]([S:36]([Cl:35])(=[O:38])=[O:37])=[C:26]([CH:30]([CH3:32])[CH3:31])[CH:25]=2)(=[O:12])=[O:11])[CH:7]=[CH:8][CH:9]=1)([O-:3])=[O:2]. The catalyst class is: 2. (4) Reactant: [CH3:1][O:2][C:3](=[O:12])[C:4]1[CH:9]=[CH:8][C:7]([Cl:10])=[N:6][C:5]=1Cl.C[O-].[Na+].[C:16](=O)(O)[O-:17].[Na+].O. Product: [Cl:10][C:7]1[CH:8]=[CH:9][C:4]([C:3]([O:2][CH3:1])=[O:12])=[C:5]([O:17][CH3:16])[N:6]=1. The catalyst class is: 4. (5) Reactant: [Si]([O:8][CH2:9][C:10]1[CH:11]=[C:12]2[C:17](=[N:18][C:19]=1[CH:20]([O:23]C)OC)[N:16]([C:25]([O:27]C1C=CC=CC=1)=O)[CH2:15][CH2:14][CH2:13]2)(C(C)(C)C)(C)C.[NH2:34][C:35]1[CH:42]=[C:41]([O:43][CH2:44][CH:45]2[CH2:48][CH2:47][O:46]2)[C:38]([C:39]#[N:40])=[CH:37][N:36]=1.[Li+].C[Si]([N-][Si](C)(C)C)(C)C.[NH4+].[Cl-:60]. Product: [Cl:60][CH2:47][CH2:48][CH:45]([OH:46])[CH2:44][O:43][C:41]1[C:38]([C:39]#[N:40])=[CH:37][N:36]=[C:35]([NH:34][C:25]([N:16]2[C:17]3[C:12](=[CH:11][C:10]([CH2:9][OH:8])=[C:19]([CH:20]=[O:23])[N:18]=3)[CH2:13][CH2:14][CH2:15]2)=[O:27])[CH:42]=1. The catalyst class is: 1. (6) Reactant: [CH:1]1([CH2:7][CH2:8][CH2:9][OH:10])[CH2:6][CH2:5][CH2:4][CH2:3][CH2:2]1.CS(C)=O.C(N(CC)C(C)C)(C)C.N1C=CC=CC=1.S(=O)(=O)=O. Product: [CH:1]1([CH2:7][CH2:8][CH:9]=[O:10])[CH2:6][CH2:5][CH2:4][CH2:3][CH2:2]1. The catalyst class is: 2.